Dataset: Full USPTO retrosynthesis dataset with 1.9M reactions from patents (1976-2016). Task: Predict the reactants needed to synthesize the given product. (1) Given the product [C:13]1([C:8]2[O:9][C:10]3[C:11]4[NH:12][C:25](=[O:26])[NH:1][C:2]=4[CH:3]=[CH:4][C:5]=3[C:6](=[O:19])[CH:7]=2)[CH:18]=[CH:17][CH:16]=[CH:15][CH:14]=1, predict the reactants needed to synthesize it. The reactants are: [NH2:1][C:2]1[C:11]([NH2:12])=[C:10]2[C:5]([C:6](=[O:19])[CH:7]=[C:8]([C:13]3[CH:18]=[CH:17][CH:16]=[CH:15][CH:14]=3)[O:9]2)=[CH:4][CH:3]=1.C1N=CN([C:25](N2C=NC=C2)=[O:26])C=1. (2) The reactants are: [C:1]([C:3]1[CH:4]=[C:5]2[C:9](=[CH:10][CH:11]=1)[NH:8][CH:7]=[CH:6]2)#[N:2].[H-].[Na+].[CH2:14](Cl)[C:15]1[CH:20]=[CH:19][CH:18]=[CH:17][CH:16]=1.O. Given the product [CH2:14]([N:8]1[C:9]2[C:5](=[CH:4][C:3]([C:1]#[N:2])=[CH:11][CH:10]=2)[CH:6]=[CH:7]1)[C:15]1[CH:20]=[CH:19][CH:18]=[CH:17][CH:16]=1, predict the reactants needed to synthesize it. (3) Given the product [CH3:1][C:2]1[NH:6][N:5]=[C:4]([NH:7][C:8]2[N:13]=[C:12]([S:21][C:22]3[CH:23]=[CH:24][C:25]([NH:28][C:29](=[O:32])[CH2:30][CH3:31])=[CH:26][CH:27]=3)[N:11]=[C:10]([CH2:15][C:16]([O:18][CH2:19][CH3:20])=[O:17])[CH:9]=2)[CH:3]=1, predict the reactants needed to synthesize it. The reactants are: [CH3:1][C:2]1[NH:6][N:5]=[C:4]([NH:7][C:8]2[N:13]=[C:12](Cl)[N:11]=[C:10]([CH2:15][C:16]([O:18][CH2:19][CH3:20])=[O:17])[CH:9]=2)[CH:3]=1.[SH:21][C:22]1[CH:27]=[CH:26][C:25]([NH:28][C:29](=[O:32])[CH2:30][CH3:31])=[CH:24][CH:23]=1.C(OCC)(=O)C. (4) Given the product [CH2:1]([C:8]1[CH:9]=[C:10]([Br:15])[C:11]([NH2:14])=[N:12][CH:13]=1)[C:2]1[CH:3]=[CH:4][CH:5]=[CH:6][CH:7]=1, predict the reactants needed to synthesize it. The reactants are: [CH2:1]([C:8]1[CH:9]=[CH:10][C:11]([NH2:14])=[N:12][CH:13]=1)[C:2]1[CH:7]=[CH:6][CH:5]=[CH:4][CH:3]=1.[Br:15]Br. (5) Given the product [CH2:1]([O:3][C:4](=[O:13])[CH2:5][C:6]1[CH:11]=[CH:10][CH:9]=[C:8]([NH:12][C:26]([C:24]2[O:25][C:21]([C:18]3[CH:19]=[CH:20][C:15]([F:14])=[CH:16][CH:17]=3)=[CH:22][CH:23]=2)=[O:27])[CH:7]=1)[CH3:2], predict the reactants needed to synthesize it. The reactants are: [CH2:1]([O:3][C:4](=[O:13])[CH2:5][C:6]1[CH:11]=[CH:10][CH:9]=[C:8]([NH2:12])[CH:7]=1)[CH3:2].[F:14][C:15]1[CH:20]=[CH:19][C:18]([C:21]2[O:25][C:24]([C:26](O)=[O:27])=[CH:23][CH:22]=2)=[CH:17][CH:16]=1. (6) Given the product [C:20]([CH2:19][C@@H:18]([N:5]1[C:6](=[O:17])[C:7]2[C:3](=[C:2]([Cl:1])[CH:10]=[CH:9][C:8]=2[NH:11][C:12]([CH:14]2[CH2:16][CH2:15]2)=[O:13])[CH2:4]1)[C:23]1[CH:28]=[CH:27][C:26]([O:29][CH3:30])=[C:25]([O:31][CH2:32][CH3:33])[CH:24]=1)(=[O:21])[NH2:36], predict the reactants needed to synthesize it. The reactants are: [Cl:1][C:2]1[CH:10]=[CH:9][C:8]([NH:11][C:12]([CH:14]2[CH2:16][CH2:15]2)=[O:13])=[C:7]2[C:3]=1[CH2:4][N:5]([C@@H:18]([C:23]1[CH:28]=[CH:27][C:26]([O:29][CH3:30])=[C:25]([O:31][CH2:32][CH3:33])[CH:24]=1)[CH2:19][C:20](O)=[O:21])[C:6]2=[O:17].C(N1C=CN=C1)([N:36]1C=CN=C1)=O.[NH4+].[OH-].O. (7) Given the product [CH2:21]1[C:20]2[CH:23]=[CH:24][CH:25]=[CH:26][C:19]=2[CH2:18][CH2:17][NH:16][CH2:22]1, predict the reactants needed to synthesize it. The reactants are: C(O)C(C)(C)C.[H-].[Na+].C(OC([N:16]1[CH2:22][CH2:21][C:20]2[C:23](SCC3N=NC(Cl)=CC=3)=[C:24](Cl)[CH:25]=[CH:26][C:19]=2[CH2:18][CH2:17]1)=O)(C)(C)C. (8) Given the product [Cl:4][C:5]1[CH:10]=[CH:9][C:8]([S:1]([Cl:19])(=[O:3])=[O:2])=[CH:7][C:6]=1[CH:12]([CH3:14])[CH3:13], predict the reactants needed to synthesize it. The reactants are: [S:1](=[O:3])=[O:2].[Cl:4][C:5]1[CH:10]=[CH:9][C:8](N)=[CH:7][C:6]=1[CH:12]([CH3:14])[CH3:13].N([O-])=O.[Na+].[ClH:19]. (9) Given the product [CH2:18]([O:17][C:15](=[O:16])[CH2:14][N:11]1[CH2:12][CH2:13][NH:8][CH2:9][CH2:10]1)[CH3:19], predict the reactants needed to synthesize it. The reactants are: C(OC([N:8]1[CH2:13][CH2:12][N:11]([CH2:14][C:15]([O:17][CH2:18][CH3:19])=[O:16])[CH2:10][CH2:9]1)=O)(C)(C)C.C(=O)(O)[O-].[Na+].